Dataset: TCR-epitope binding with 47,182 pairs between 192 epitopes and 23,139 TCRs. Task: Binary Classification. Given a T-cell receptor sequence (or CDR3 region) and an epitope sequence, predict whether binding occurs between them. (1) The epitope is FIAGLIAIV. The TCR CDR3 sequence is CASSLVAGLQETQYF. Result: 0 (the TCR does not bind to the epitope). (2) The epitope is CINGVCWTV. The TCR CDR3 sequence is CASSLGAGEYEQYF. Result: 0 (the TCR does not bind to the epitope).